This data is from Full USPTO retrosynthesis dataset with 1.9M reactions from patents (1976-2016). The task is: Predict the reactants needed to synthesize the given product. (1) Given the product [N:55]1[CH:60]=[CH:59][C:58]([C:61]([N:15]2[CH2:16][CH2:17][N:12]([S:9]([C:6]3[CH:5]=[CH:4][C:3]([C:2]([F:1])([F:18])[F:19])=[CH:8][CH:7]=3)(=[O:10])=[O:11])[CH2:13][CH2:14]2)=[O:62])=[CH:57][CH:56]=1, predict the reactants needed to synthesize it. The reactants are: [F:1][C:2]([F:19])([F:18])[C:3]1[CH:8]=[CH:7][C:6]([S:9]([N:12]2[CH2:17][CH2:16][NH:15][CH2:14][CH2:13]2)(=[O:11])=[O:10])=[CH:5][CH:4]=1.C1C=CC2N(O)N=NC=2C=1.O.CN(C(ON1N=NC2C=CC=CC1=2)=[N+](C)C)C.F[P-](F)(F)(F)(F)F.[N:55]1[CH:60]=[CH:59][C:58]([C:61](O)=[O:62])=[CH:57][CH:56]=1.CCN(C(C)C)C(C)C. (2) The reactants are: [CH:1](=O)[CH3:2].[NH:4]1[C:12]2[C:7](=[CH:8][CH:9]=[CH:10][CH:11]=2)[CH2:6][C:5]1=[O:13].N1CCCCC1. Given the product [CH:1](=[C:6]1[C:7]2[C:12](=[CH:11][CH:10]=[CH:9][CH:8]=2)[NH:4][C:5]1=[O:13])[CH3:2], predict the reactants needed to synthesize it. (3) Given the product [CH3:21][N:19]([CH3:20])[S:16]([C:13]1[CH:12]=[CH:11][C:10]([C:6]2[C:5]3[N:4]([N:3]=[C:2]([NH:1][C:24]4[CH:25]=[CH:26][C:27]([N:30]5[CH2:35][CH2:34][N:33]([CH3:36])[CH2:32][CH2:31]5)=[CH:28][CH:29]=4)[N:22]=3)[CH:9]=[CH:8][CH:7]=2)=[CH:15][CH:14]=1)(=[O:18])=[O:17], predict the reactants needed to synthesize it. The reactants are: [NH2:1][C:2]1[N:22]=[C:5]2[C:6]([C:10]3[CH:15]=[CH:14][C:13]([S:16]([N:19]([CH3:21])[CH3:20])(=[O:18])=[O:17])=[CH:12][CH:11]=3)=[CH:7][CH:8]=[CH:9][N:4]2[N:3]=1.Br[C:24]1[CH:29]=[CH:28][C:27]([N:30]2[CH2:35][CH2:34][N:33]([CH3:36])[CH2:32][CH2:31]2)=[CH:26][CH:25]=1.C1(P(C2CCCCC2)C2C=CC=CC=2C2C=CC=CC=2P(C2CCCCC2)C2CCCCC2)CCCCC1. (4) Given the product [CH3:8][O:7][C:6]1[C:4]([O:5][Si:15]([CH:19]([CH3:21])[CH3:20])([CH:16]([CH3:18])[CH3:17])[CH:13]([CH3:14])[CH3:12])=[C:3]([CH:11]=[CH:10][CH:9]=1)[CH:2]=[O:1], predict the reactants needed to synthesize it. The reactants are: [O:1]=[CH:2][C:3]1[CH:11]=[CH:10][CH:9]=[C:6]([O:7][CH3:8])[C:4]=1[OH:5].[CH3:12][CH:13]([Si:15](Cl)([CH:19]([CH3:21])[CH3:20])[CH:16]([CH3:18])[CH3:17])[CH3:14].N1C=CN=C1. (5) Given the product [F:1][C:2]1[CH:3]=[CH:4][C:5]([C:8]2([C:14]([NH:17][CH2:18][CH2:19][CH2:20][N:21]3[CH2:26][CH2:25][CH:24]([C:27]4[CH:28]=[C:29]([NH:34][C:35](=[O:39])[CH:36]([CH3:38])[CH3:37])[CH:30]=[CH:31][C:32]=4[CH3:33])[CH2:23][CH2:22]3)=[O:16])[CH2:9][CH2:10][CH2:11][CH2:12][CH2:13]2)=[CH:6][CH:7]=1, predict the reactants needed to synthesize it. The reactants are: [F:1][C:2]1[CH:7]=[CH:6][C:5]([C:8]2([C:14]([OH:16])=O)[CH2:13][CH2:12][CH2:11][CH2:10][CH2:9]2)=[CH:4][CH:3]=1.[NH2:17][CH2:18][CH2:19][CH2:20][N:21]1[CH2:26][CH2:25][CH:24]([C:27]2[CH:28]=[C:29]([NH:34][C:35](=[O:39])[CH:36]([CH3:38])[CH3:37])[CH:30]=[CH:31][C:32]=2[CH3:33])[CH2:23][CH2:22]1. (6) The reactants are: [Cl:1][C:2]1[CH:7]=[CH:6][C:5]([S:8]([NH:11][C@H:12]2[CH2:17][CH2:16][CH2:15][N:14]([C:18]3[N:23]4[N:24]=[CH:25][CH:26]=[C:22]4[N:21]=[C:20]([CH3:27])[C:19]=3[CH:28]([CH2:34][CH2:35][CH3:36])[C:29]([O:31]CC)=[O:30])[CH2:13]2)(=[O:10])=[O:9])=[CH:4][CH:3]=1.[OH-].[Na+]. Given the product [Cl:1][C:2]1[CH:3]=[CH:4][C:5]([S:8]([NH:11][C@H:12]2[CH2:17][CH2:16][CH2:15][N:14]([C:18]3[N:23]4[N:24]=[CH:25][CH:26]=[C:22]4[N:21]=[C:20]([CH3:27])[C:19]=3[CH:28]([CH2:34][CH2:35][CH3:36])[C:29]([OH:31])=[O:30])[CH2:13]2)(=[O:9])=[O:10])=[CH:6][CH:7]=1, predict the reactants needed to synthesize it. (7) Given the product [Cl:1][C:2]1[CH:27]=[CH:26][C:5]([CH2:6][N:7]2[C:15]3[C:10](=[CH:11][C:12]([CH:16]=[C:17]4[S:21][C:20]([N:32]5[CH2:37][CH2:36][O:35][CH2:34][C@@H:33]5[C:38]([OH:40])=[O:39])=[N:19][C:18]4=[O:25])=[CH:13][CH:14]=3)[CH:9]=[N:8]2)=[C:4]([C:28]([F:31])([F:29])[F:30])[CH:3]=1, predict the reactants needed to synthesize it. The reactants are: [Cl:1][C:2]1[CH:27]=[CH:26][C:5]([CH2:6][N:7]2[C:15]3[C:10](=[CH:11][C:12]([CH:16]=[C:17]4[S:21][C:20](SCC)=[N:19][C:18]4=[O:25])=[CH:13][CH:14]=3)[CH:9]=[N:8]2)=[C:4]([C:28]([F:31])([F:30])[F:29])[CH:3]=1.[NH:32]1[CH2:37][CH2:36][O:35][CH2:34][C@@H:33]1[C:38]([OH:40])=[O:39]. (8) The reactants are: [NH2:1][C:2]1[CH:3]=[CH:4][C:5]([C:12]2[C:17]([O:18][CH2:19][O:20][CH3:21])=[CH:16][CH:15]=[CH:14][C:13]=2[O:22][CH3:23])=[C:6]([CH:11]=1)[C:7]([O:9][CH3:10])=[O:8].[CH3:24][S:25](Cl)(=[O:27])=[O:26]. Given the product [CH3:24][S:25]([NH:1][C:2]1[CH:3]=[CH:4][C:5]([C:12]2[C:17]([O:18][CH2:19][O:20][CH3:21])=[CH:16][CH:15]=[CH:14][C:13]=2[O:22][CH3:23])=[C:6]([CH:11]=1)[C:7]([O:9][CH3:10])=[O:8])(=[O:27])=[O:26], predict the reactants needed to synthesize it. (9) Given the product [F:18][C:19]1[CH:24]=[CH:23][C:22]([C:2]2[C:11]3[C:6](=[CH:7][CH:8]=[CH:9][CH:10]=3)[CH:5]=[C:4]([NH:12][C:13]3[CH:17]=[CH:16][NH:15][N:14]=3)[N:3]=2)=[CH:21][CH:20]=1, predict the reactants needed to synthesize it. The reactants are: Cl[C:2]1[C:11]2[C:6](=[CH:7][CH:8]=[CH:9][CH:10]=2)[CH:5]=[C:4]([NH:12][C:13]2[CH:17]=[CH:16][NH:15][N:14]=2)[N:3]=1.[F:18][C:19]1[CH:24]=[CH:23][C:22](B(O)O)=[CH:21][CH:20]=1.